Regression. Given a peptide amino acid sequence and an MHC pseudo amino acid sequence, predict their binding affinity value. This is MHC class I binding data. From a dataset of Peptide-MHC class I binding affinity with 185,985 pairs from IEDB/IMGT. (1) The peptide sequence is KTRMEDYYL. The MHC is HLA-A26:01 with pseudo-sequence HLA-A26:01. The binding affinity (normalized) is 0.0847. (2) The peptide sequence is WPTPKTHPV. The MHC is HLA-A30:01 with pseudo-sequence HLA-A30:01. The binding affinity (normalized) is 0.657. (3) The peptide sequence is ERYLKDQQL. The MHC is HLA-B42:01 with pseudo-sequence HLA-B42:01. The binding affinity (normalized) is 0. (4) The peptide sequence is VTDSQYALGI. The MHC is HLA-A68:01 with pseudo-sequence HLA-A68:01. The binding affinity (normalized) is 0. (5) The peptide sequence is FPPTSFGPLV. The MHC is HLA-B54:01 with pseudo-sequence HLA-B54:01. The binding affinity (normalized) is 0.340. (6) The peptide sequence is SGIVNALILL. The MHC is H-2-Db with pseudo-sequence H-2-Db. The binding affinity (normalized) is 0.755. (7) The peptide sequence is DTPGERNPY. The MHC is HLA-A80:01 with pseudo-sequence HLA-A80:01. The binding affinity (normalized) is 0.0847. (8) The peptide sequence is EALRGFLLY. The MHC is HLA-A26:01 with pseudo-sequence HLA-A26:01. The binding affinity (normalized) is 0.319. (9) The peptide sequence is PTDYMSSKL. The MHC is HLA-B35:01 with pseudo-sequence HLA-B35:01. The binding affinity (normalized) is 0.0847. (10) The peptide sequence is YIIRVTTEL. The MHC is HLA-B51:01 with pseudo-sequence HLA-B51:01. The binding affinity (normalized) is 0.114.